Dataset: Catalyst prediction with 721,799 reactions and 888 catalyst types from USPTO. Task: Predict which catalyst facilitates the given reaction. (1) Reactant: C([O:8][C@H:9]1[C@H:15]([O:16]CC2C=CC=CC=2)[C@@H:14]([O:24]CC2C=CC=CC=2)[C@:13]2([C:33]3[CH:38]=[CH:37][C:36]([Cl:39])=[C:35]([CH2:40][C:41]4[CH:42]=[CH:43][C:44]5[O:48][CH2:47][CH2:46][C:45]=5[CH:49]=4)[CH:34]=3)[O:32][C@@:10]1([CH2:50][OH:51])[CH2:11][O:12]2)C1C=CC=CC=1.ClC1C=CC=CC=1Cl. Product: [Cl:39][C:36]1[CH:37]=[CH:38][C:33]([C@@:13]23[O:32][C@@:10]([CH2:50][OH:51])([CH2:11][O:12]2)[C@@H:9]([OH:8])[C@H:15]([OH:16])[C@H:14]3[OH:24])=[CH:34][C:35]=1[CH2:40][C:41]1[CH:42]=[CH:43][C:44]2[O:48][CH2:47][CH2:46][C:45]=2[CH:49]=1. The catalyst class is: 45. (2) Reactant: [ClH:1].C(OCC)C.[CH2:7]([NH:11][C:12]1[N:17]=[C:16]([NH:18][CH3:19])[N:15]=[C:14]([NH:20][CH2:21][CH2:22][CH3:23])[N:13]=1)[CH2:8][C:9]#[CH:10]. Product: [ClH:1].[CH2:7]([NH:11][C:12]1[N:17]=[C:16]([NH:18][CH3:19])[N:15]=[C:14]([NH:20][CH2:21][CH2:22][CH3:23])[N:13]=1)[CH2:8][C:9]#[CH:10]. The catalyst class is: 27. (3) Reactant: [C:1]([C:4]1[CH:5]=[C:6]2[C:18]([C:19]([NH:21][CH3:22])=[O:20])=[C:17]([C:23]3[CH:28]=[CH:27][C:26]([F:29])=[CH:25][CH:24]=3)[O:16][C:7]2=[N:8][C:9]=1[N:10]([CH3:15])[S:11]([CH3:14])(=[O:13])=[O:12])(=[O:3])[CH3:2].[BH4-]. Product: [F:29][C:26]1[CH:27]=[CH:28][C:23]([C:17]2[O:16][C:7]3=[N:8][C:9]([N:10]([CH3:15])[S:11]([CH3:14])(=[O:12])=[O:13])=[C:4]([CH:1]([OH:3])[CH3:2])[CH:5]=[C:6]3[C:18]=2[C:19]([NH:21][CH3:22])=[O:20])=[CH:24][CH:25]=1. The catalyst class is: 7. (4) Reactant: Cl[C:2]1[C:11]([CH:12]=[O:13])=[CH:10][C:9]2[C:4](=[CH:5][CH:6]=[CH:7][CH:8]=2)[N:3]=1.C([O-])([O-])=O.[Na+].[Na+].C(B(CC)[C:23]1[CH:24]=[N:25][CH:26]=[CH:27][CH:28]=1)C. Product: [N:25]1[CH:26]=[CH:27][CH:28]=[C:23]([C:2]2[C:11]([CH:12]=[O:13])=[CH:10][C:9]3[C:4](=[CH:5][CH:6]=[CH:7][CH:8]=3)[N:3]=2)[CH:24]=1. The catalyst class is: 149. (5) Reactant: [OH:1][C:2]1[CH:3]=[C:4]([CH2:9][C:10]([O:12][CH3:13])=[O:11])[CH:5]=[C:6]([OH:8])[CH:7]=1.C(=O)([O-])[O-].[K+].[K+].[I-].[K+].[CH2:22](Br)[C:23]1[CH:28]=[CH:27][CH:26]=[CH:25][CH:24]=1. Product: [CH2:22]([O:1][C:2]1[CH:3]=[C:4]([CH2:9][C:10]([O:12][CH3:13])=[O:11])[CH:5]=[C:6]([OH:8])[CH:7]=1)[C:23]1[CH:28]=[CH:27][CH:26]=[CH:25][CH:24]=1. The catalyst class is: 95.